This data is from Forward reaction prediction with 1.9M reactions from USPTO patents (1976-2016). The task is: Predict the product of the given reaction. (1) Given the reactants Br[C:2]1[CH:7]=[CH:6][C:5]([C:8]2[CH2:12][C:11]([C:17]3[CH:22]=[C:21]([Cl:23])[CH:20]=[C:19]([Cl:24])[CH:18]=3)([C:13]([F:16])([F:15])[F:14])[O:10][N:9]=2)=[CH:4][C:3]=1[CH3:25].[CH3:26][N:27](C=O)C, predict the reaction product. The product is: [Cl:24][C:19]1[CH:18]=[C:17]([C:11]2([C:13]([F:16])([F:15])[F:14])[O:10][N:9]=[C:8]([C:5]3[CH:6]=[CH:7][C:2]([C:26]#[N:27])=[C:3]([CH3:25])[CH:4]=3)[CH2:12]2)[CH:22]=[C:21]([Cl:23])[CH:20]=1. (2) Given the reactants [CH3:1][C:2]1[O:6][C:5]([C:7]([NH:9][C:10]([C:13]2[N:19]([CH3:20])[C:17](=[O:18])[C:16]([OH:21])=[C:15]([C:22]([NH:24][CH2:25][C:26]3[CH:27]=[CH:28][C:29]([F:32])=[CH:30][CH:31]=3)=[O:23])[N:14]=2)([CH3:12])[CH3:11])=[O:8])=[N:4][N:3]=1.[OH-].[K+:34].O, predict the reaction product. The product is: [CH3:1][C:2]1[O:6][C:5]([C:7]([NH:9][C:10]([C:13]2[N:19]([CH3:20])[C:17](=[O:18])[C:16]([O-:21])=[C:15]([C:22]([NH:24][CH2:25][C:26]3[CH:27]=[CH:28][C:29]([F:32])=[CH:30][CH:31]=3)=[O:23])[N:14]=2)([CH3:12])[CH3:11])=[O:8])=[N:4][N:3]=1.[K+:34]. (3) Given the reactants C(=O)(OC1C=CC(S(N2C3C(=CC=C(F)C=3)NC(=O)[C@@H]2C)(=O)=O)=CC=1)OCC.ICC.[CH2:32]([C@@H:34]1[N:43]([S:44]([C:47]2[CH:52]=[CH:51][C:50]([OH:53])=[CH:49][CH:48]=2)(=[O:46])=[O:45])[C:42]2[C:37](=[CH:38][CH:39]=[C:40]([F:54])[CH:41]=2)[N:36]([CH2:55][CH2:56]C)[C:35]1=[O:58])C, predict the reaction product. The product is: [CH2:55]([N:36]1[C:37]2[C:42](=[CH:41][C:40]([F:54])=[CH:39][CH:38]=2)[N:43]([S:44]([C:47]2[CH:52]=[CH:51][C:50]([OH:53])=[CH:49][CH:48]=2)(=[O:46])=[O:45])[C@@H:34]([CH3:32])[C:35]1=[O:58])[CH3:56]. (4) The product is: [CH3:33][C:26]1([CH3:34])[C:25]2[C:30](=[CH:31][C:22]([NH:21][C:14]([C:13]3[C:12]([NH:11][CH2:10][C:3]4[C:4]5[C:5](=[N:6][CH:7]=[CH:8][CH:9]=5)[NH:1][CH:2]=4)=[N:20][CH:19]=[CH:18][CH:17]=3)=[O:16])=[CH:23][CH:24]=2)[NH:29][C:28](=[O:32])[CH2:27]1. Given the reactants [NH:1]1[C:5]2=[N:6][CH:7]=[CH:8][CH:9]=[C:4]2[C:3]([CH2:10][NH:11][C:12]2[N:20]=[CH:19][CH:18]=[CH:17][C:13]=2[C:14]([OH:16])=O)=[CH:2]1.[NH2:21][C:22]1[CH:31]=[C:30]2[C:25]([C:26]([CH3:34])([CH3:33])[CH2:27][C:28](=[O:32])[NH:29]2)=[CH:24][CH:23]=1.CN(C(ON1N=NC2C=CC=CC1=2)=[N+](C)C)C.[B-](F)(F)(F)F.CCN(C(C)C)C(C)C, predict the reaction product. (5) Given the reactants [CH3:1][C:2]1[N:3]=[C:4]([C:25]2[CH:30]=[CH:29][CH:28]=[CH:27][CH:26]=2)[O:5][C:6]=1[CH2:7][CH2:8][O:9][C:10]1[CH:11]=[C:12]2[C:16](=[CH:17][CH:18]=1)[C@H:15]([CH2:19][C:20]([O:22]CC)=[O:21])[CH2:14][CH2:13]2.[Li+].[OH-].O.Cl, predict the reaction product. The product is: [CH3:1][C:2]1[N:3]=[C:4]([C:25]2[CH:26]=[CH:27][CH:28]=[CH:29][CH:30]=2)[O:5][C:6]=1[CH2:7][CH2:8][O:9][C:10]1[CH:11]=[C:12]2[C:16](=[CH:17][CH:18]=1)[C@H:15]([CH2:19][C:20]([OH:22])=[O:21])[CH2:14][CH2:13]2. (6) Given the reactants C([O:5][C:6](=O)[NH:7][C@H:8]([C:16]1[NH:17][CH:18]=[C:19]([C:21]2[CH:26]=[CH:25][C:24]([C:27]3[N:31]=[C:30]([CH3:32])[O:29][N:28]=3)=[CH:23][CH:22]=2)[N:20]=1)[CH2:9][C:10]1[CH:15]=[CH:14][CH:13]=[CH:12][CH:11]=1)(C)(C)C.[C:34]([C:36]1[CH:44]=[CH:43][C:39](C(O)=O)=[C:38]([F:45])[CH:37]=1)#[N:35], predict the reaction product. The product is: [C:34]([C:36]1[CH:44]=[CH:43][C:39]([C:6]([NH:7][C@H:8]([C:16]2[NH:17][CH:18]=[C:19]([C:21]3[CH:22]=[CH:23][C:24]([C:27]4[N:31]=[C:30]([CH3:32])[O:29][N:28]=4)=[CH:25][CH:26]=3)[N:20]=2)[CH2:9][C:10]2[CH:15]=[CH:14][CH:13]=[CH:12][CH:11]=2)=[O:5])=[C:38]([F:45])[CH:37]=1)#[N:35]. (7) Given the reactants [Cl:1][C:2]1[CH:3]=[C:4]([OH:8])[CH:5]=[CH:6][CH:7]=1.[Cl:9][C:10]1[C:11](F)=[CH:12][C:13]2[O:18][CH:17]([C:19]([F:22])([F:21])[F:20])[C:16]([C:23]([O:25]CC)=[O:24])=[CH:15][C:14]=2[CH:28]=1, predict the reaction product. The product is: [Cl:9][C:10]1[C:11]([O:8][C:4]2[CH:5]=[CH:6][CH:7]=[C:2]([Cl:1])[CH:3]=2)=[CH:12][C:13]2[O:18][CH:17]([C:19]([F:21])([F:20])[F:22])[C:16]([C:23]([OH:25])=[O:24])=[CH:15][C:14]=2[CH:28]=1. (8) Given the reactants [Li+].CC([N-]C(C)C)C.[Br:9][C:10]1[CH:15]=[CH:14][C:13]([O:16][C:17]([F:20])([F:19])[F:18])=[CH:12][CH:11]=1.[C:21](=[O:23])=[O:22], predict the reaction product. The product is: [Br:9][C:10]1[CH:11]=[CH:12][C:13]([O:16][C:17]([F:18])([F:19])[F:20])=[C:14]([CH:15]=1)[C:21]([OH:23])=[O:22]. (9) Given the reactants [C:1]([C:3]1[CH:8]=[CH:7][C:6]([C:9]2[CH:14]=[CH:13][C:12]([O:15][CH3:16])=[C:11]([CH2:17][O:18][CH2:19][C:20]3([C:33]4[CH:38]=[CH:37][CH:36]=[CH:35][CH:34]=4)[CH2:25][CH2:24][N:23](C(OC(C)(C)C)=O)[CH2:22][CH2:21]3)[CH:10]=2)=[CH:5][CH:4]=1)#[N:2].CO, predict the reaction product. The product is: [CH3:16][O:15][C:12]1[CH:13]=[CH:14][C:9]([C:6]2[CH:5]=[CH:4][C:3]([C:1]#[N:2])=[CH:8][CH:7]=2)=[CH:10][C:11]=1[CH2:17][O:18][CH2:19][C:20]1([C:33]2[CH:38]=[CH:37][CH:36]=[CH:35][CH:34]=2)[CH2:25][CH2:24][NH:23][CH2:22][CH2:21]1. (10) The product is: [C:13]([NH:16][C:2]1[CH:11]=[CH:10][C:9]2[C:4](=[CH:5][CH:6]=[C:7]([CH3:12])[CH:8]=2)[N:3]=1)(=[O:15])[CH3:14]. Given the reactants Cl[C:2]1[CH:11]=[CH:10][C:9]2[C:4](=[CH:5][CH:6]=[C:7]([CH3:12])[CH:8]=2)[N:3]=1.[C:13]([NH2:16])(=[O:15])[CH3:14].C([O-])([O-])=O.[K+].[K+], predict the reaction product.